Dataset: Full USPTO retrosynthesis dataset with 1.9M reactions from patents (1976-2016). Task: Predict the reactants needed to synthesize the given product. Given the product [NH2:13][C@@H:5]([C:6]1[CH:7]=[CH:8][C:9]([F:12])=[CH:10][CH:11]=1)[CH2:4][C:3]([O:2][CH3:1])=[O:21], predict the reactants needed to synthesize it. The reactants are: [CH3:1][O:2][C:3](=[O:21])[CH2:4][C@@H:5]([NH:13]C(OC(C)(C)C)=O)[C:6]1[CH:11]=[CH:10][C:9]([F:12])=[CH:8][CH:7]=1.Cl.